Dataset: NCI-60 drug combinations with 297,098 pairs across 59 cell lines. Task: Regression. Given two drug SMILES strings and cell line genomic features, predict the synergy score measuring deviation from expected non-interaction effect. Drug 1: CC1=C(C(CCC1)(C)C)C=CC(=CC=CC(=CC(=O)O)C)C. Drug 2: CC=C1C(=O)NC(C(=O)OC2CC(=O)NC(C(=O)NC(CSSCCC=C2)C(=O)N1)C(C)C)C(C)C. Cell line: OVCAR-8. Synergy scores: CSS=30.2, Synergy_ZIP=2.78, Synergy_Bliss=0.916, Synergy_Loewe=-48.0, Synergy_HSA=-4.99.